Dataset: Peptide-MHC class I binding affinity with 185,985 pairs from IEDB/IMGT. Task: Regression. Given a peptide amino acid sequence and an MHC pseudo amino acid sequence, predict their binding affinity value. This is MHC class I binding data. The peptide sequence is GEIYKRWII. The MHC is HLA-B40:01 with pseudo-sequence HLA-B40:01. The binding affinity (normalized) is 0.659.